From a dataset of Reaction yield outcomes from USPTO patents with 853,638 reactions. Predict the reaction yield, written as a fraction of the theoretical maximum amount of product (1.0 means a 100% yield; for example, 0.34 means a 34% yield). (1) The reactants are C([N:4]1[CH:8]=[CH:7][C:6]([NH:9][C:10]2[S:11][C:12]([C:16](=O)[CH2:17]Br)=[C:13]([CH3:15])[N:14]=2)=[N:5]1)(=O)C.Br.C(N1C=CC(NC2SC(C(=O)CBr)=C(C)N=2)=N1)(=O)C.[C:40]([CH2:42][C:43]([NH2:45])=[S:44])#[N:41].CCOCC. The catalyst is CCO. The product is [CH3:15][C:13]1[N:14]=[C:10]([NH:9][C:6]2[CH:7]=[CH:8][NH:4][N:5]=2)[S:11][C:12]=1[C:16]1[N:45]=[C:43]([CH2:42][C:40]#[N:41])[S:44][CH:17]=1. The yield is 0.620. (2) The reactants are C([O:3][C:4](=[O:14])[CH2:5][C:6]1[C:11]([CH3:12])=[CH:10][CH:9]=[CH:8][C:7]=1[CH3:13])C.O.[OH-].[Li+]. The catalyst is C1COCC1.O. The product is [CH3:12][C:11]1[CH:10]=[CH:9][CH:8]=[C:7]([CH3:13])[C:6]=1[CH2:5][C:4]([OH:14])=[O:3]. The yield is 0.780. (3) The reactants are Cl[C:2]1[CH:7]=[CH:6][N:5]=[C:4]2[CH:8]=[C:9]([C:11]3[N:16]=[CH:15][CH:14]=[CH:13][N:12]=3)[S:10][C:3]=12.[CH3:17][NH:18][C:19]([C:21]1[C:29]2[C:24](=[CH:25][C:26]([OH:30])=[CH:27][CH:28]=2)[N:23]([CH3:31])[C:22]=1[CH3:32])=[O:20].C([O-])([O-])=O.[Cs+].[Cs+]. No catalyst specified. The product is [CH3:17][NH:18][C:19]([C:21]1[C:29]2[C:24](=[CH:25][C:26]([O:30][C:2]3[CH:7]=[CH:6][N:5]=[C:4]4[CH:8]=[C:9]([C:11]5[N:16]=[CH:15][CH:14]=[CH:13][N:12]=5)[S:10][C:3]=34)=[CH:27][CH:28]=2)[N:23]([CH3:31])[C:22]=1[CH3:32])=[O:20]. The yield is 0.410. (4) The reactants are [CH3:1][N:2]1[C@@H:18]2[CH2:19][C:7]3[CH:8]=[CH:9][C:10]([O:22][CH3:23])=[C:11]4[O:12][C@H:13]5[C:14]([O:20][CH3:21])=[CH:15][CH:16]=[C:17]2[C@:5]5([C:6]=34)[CH2:4][CH2:3]1.C(CN)O.O. The catalyst is COCCO. The product is [CH3:1][N:2]1[C@@H:18]2[CH2:19][C:7]3[CH:8]=[CH:9][C:10]([O:22][CH3:23])=[C:11]4[O:12][C@H:13]5[C:14]([O:20][CH3:21])=[CH:15][CH2:16][C@@H:17]2[C@:5]5([C:6]=34)[CH2:4][CH2:3]1. The yield is 0.953. (5) The yield is 0.350. The catalyst is O1CCOCC1.C1C=CC(/C=C/C(/C=C/C2C=CC=CC=2)=O)=CC=1.C1C=CC(/C=C/C(/C=C/C2C=CC=CC=2)=O)=CC=1.C1C=CC(/C=C/C(/C=C/C2C=CC=CC=2)=O)=CC=1.[Pd].[Pd].C1(P(C2C=CC=CC=2)C2C3OC4C(=CC=CC=4P(C4C=CC=CC=4)C4C=CC=CC=4)C(C)(C)C=3C=CC=2)C=CC=CC=1. The reactants are [Cl:1][C:2]1[N:7]=[C:6](Cl)[CH:5]=[CH:4][N:3]=1.[C:9]([C:13]1[CH:17]=[C:16]([NH2:18])[NH:15][N:14]=1)([CH3:12])([CH3:11])[CH3:10].C(=O)([O-])[O-].[Na+].[Na+]. The product is [C:9]([C:13]1[CH:17]=[C:16]([NH2:18])[N:15]([C:6]2[CH:5]=[CH:4][N:3]=[C:2]([Cl:1])[N:7]=2)[N:14]=1)([CH3:12])([CH3:11])[CH3:10]. (6) The reactants are [CH:1]([O:14][C:15]1[CH:24]=[CH:23][C:22]([N+:25]([O-])=O)=[CH:21][C:16]=1[C:17]([O:19][CH3:20])=[O:18])([C:8]1[CH:13]=[CH:12][CH:11]=[CH:10][CH:9]=1)[C:2]1[CH:7]=[CH:6][CH:5]=[CH:4][CH:3]=1. The catalyst is [C].[Ir].C(OCC)(=O)C. The product is [NH2:25][C:22]1[CH:23]=[CH:24][C:15]([O:14][CH:1]([C:8]2[CH:13]=[CH:12][CH:11]=[CH:10][CH:9]=2)[C:2]2[CH:7]=[CH:6][CH:5]=[CH:4][CH:3]=2)=[C:16]([CH:21]=1)[C:17]([O:19][CH3:20])=[O:18]. The yield is 0.981. (7) The reactants are [C:1]([C:3]1[CH:8]=[CH:7][CH:6]=[CH:5][C:4]=1[C:9]1[CH:14]=[CH:13][C:12]([CH2:15][CH:16]([C:21](=O)[CH2:22][CH2:23][CH2:24][CH3:25])[C:17](OC)=[O:18])=[CH:11][CH:10]=1)#[N:2].[CH3:27][C:28]1([CH3:40])[CH2:33][CH:32]([NH:34][C:35]2[NH:39][CH:38]=[N:37][N:36]=2)[CH2:31][CH2:30][O:29]1. The product is [CH2:22]([C:21]1[N:36]2[N:37]=[CH:38][N:39]=[C:35]2[N:34]([CH:32]2[CH2:31][CH2:30][O:29][C:28]([CH3:40])([CH3:27])[CH2:33]2)[C:17](=[O:18])[C:16]=1[CH2:15][C:12]1[CH:11]=[CH:10][C:9]([C:4]2[C:3]([C:1]#[N:2])=[CH:8][CH:7]=[CH:6][CH:5]=2)=[CH:14][CH:13]=1)[CH2:23][CH2:24][CH3:25]. No catalyst specified. The yield is 0.710.